The task is: Predict the reactants needed to synthesize the given product.. This data is from Full USPTO retrosynthesis dataset with 1.9M reactions from patents (1976-2016). (1) Given the product [N+:21]([CH:6]1[CH2:14][CH2:13][CH2:12][C:11]2[C:10](=[O:15])[O:9][CH2:8][C:7]1=2)([O-:23])=[O:22], predict the reactants needed to synthesize it. The reactants are: CS(O[CH:6]1[CH2:14][CH2:13][CH:12]=[C:11]2[CH:7]1[CH2:8][O:9][C:10]2=[O:15])(=O)=O.CN(C)C=O.[N:21]([O-:23])=[O:22].[Na+].NC(N)=O. (2) Given the product [NH:41]1[C:7]2[C:6](=[CH:11][CH:10]=[CH:9][CH:8]=2)[CH:40]=[C:39]1[C:16]([NH:17][C:30]1[CH:31]=[C:32]2[C:36](=[CH:37][CH:38]=1)[NH:35][C:34]([C:21]([N:5]1[C:6]3[CH:7]=[C:8]([OH:20])[C:9]4[C:15]([C:16]([NH:17][CH3:18])=[O:19])=[CH:14][CH:13]=[CH:12][C:10]=4[C:11]=3[CH:3]([CH2:2][Cl:1])[CH2:4]1)=[O:22])=[CH:33]2)=[O:19], predict the reactants needed to synthesize it. The reactants are: [Cl:1][CH2:2][CH:3]1[C:11]2[C:10]3[CH:12]=[CH:13][CH:14]=[C:15]([C:16](=[O:19])[NH:17][CH3:18])[C:9]=3[C:8]([OH:20])=[CH:7][C:6]=2[N:5]([C:21](OC(C)(C)C)=[O:22])[CH2:4]1.N12[CH2:38][CH2:37][CH2:36][N:35]=[C:34]1[CH2:33][CH2:32][CH2:31][CH2:30]C2.[C:39](#[N:41])[CH3:40]. (3) Given the product [CH3:1][NH:2][C:3]1[CH:12]=[CH:11][C:10]2[C:5](=[C:6]([O:13][CH2:14][CH2:15][O:16][C:18]3[C:23]([N:24]4[CH2:25][CH2:26][NH:27][CH2:28][CH2:29]4)=[N:22][CH:21]=[CH:20][N:19]=3)[CH:7]=[CH:8][CH:9]=2)[N:4]=1, predict the reactants needed to synthesize it. The reactants are: [CH3:1][NH:2][C:3]1[CH:12]=[CH:11][C:10]2[C:5](=[C:6]([O:13][CH2:14][CH2:15][OH:16])[CH:7]=[CH:8][CH:9]=2)[N:4]=1.Cl[CH:18]1[CH:23]([N:24]2[CH2:29][CH2:28][NH:27][CH2:26][CH2:25]2)[NH:22][CH2:21][CH2:20][NH:19]1. (4) Given the product [CH3:1][C@@H:2]1[CH2:7][O:6][CH2:5][CH2:4][N:3]1[CH2:8][C:11]1[N:10]([C:12]2[CH:17]=[CH:16][C:15]([C:18]([F:21])([F:19])[F:20])=[CH:14][N:13]=2)[N:28]=[N:27][N:26]=1, predict the reactants needed to synthesize it. The reactants are: [CH3:1][C@@H:2]1[CH2:7][O:6][CH2:5][CH2:4][NH:3]1.[CH2:8]=O.[N+:10]([C:12]1[CH:17]=[CH:16][C:15]([C:18]([F:21])([F:20])[F:19])=[CH:14][N:13]=1)#[C-:11].C[Si]([N:26]=[N+:27]=[N-:28])(C)C. (5) Given the product [OH:1][C:2]1[CH:3]=[CH:4][CH:5]=[C:6]2[C:11]=1[N:10]=[C:9]([C:31]([O-:33])=[O:32])[CH:8]=[CH:7]2.[Ir+3:12].[C:16]1([C:22]2[S:23][C:24]3[CH:30]=[CH:29][CH:28]=[CH:27][C:25]=3[N:26]=2)[CH:17]=[CH:18][CH:19]=[CH:20][CH:21]=1.[C:16]1([C:22]2[S:23][C:24]3[CH:30]=[CH:29][CH:28]=[CH:27][C:25]=3[N:26]=2)[CH:17]=[CH:18][CH:19]=[CH:20][CH:21]=1.[OH:1][C:2]1[CH:3]=[CH:4][CH:5]=[C:6]2[C:11]=1[N:10]=[C:9]([C:31]([O-:32])=[O:34])[CH:8]=[CH:7]2.[OH:1][C:2]1[CH:3]=[CH:4][CH:5]=[C:6]2[C:11]=1[N:10]=[C:9]([C:31]([O-:33])=[O:32])[CH:8]=[CH:7]2, predict the reactants needed to synthesize it. The reactants are: [OH:1][C:2]1[CH:3]=[CH:4][CH:5]=[C:6]2[C:11]=1[N:10]=[CH:9][CH:8]=[CH:7]2.[Ir:12](Cl)(Cl)Cl.[C:16]1([C:22]2[S:23][C:24]3[CH:30]=[CH:29][CH:28]=[CH:27][C:25]=3[N:26]=2)[CH:21]=[CH:20][CH:19]=[CH:18][CH:17]=1.[C:31](=[O:34])([O-:33])[O-:32].[Na+].[Na+]. (6) Given the product [F:1][C:2]([F:7])([F:6])[C:3]([OH:5])=[O:4].[NH2:50][S:47]([N:43]1[CH2:44][CH2:45][CH:40]([C:38]([NH:37][C:29]2[CH:30]=[CH:31][C:32]3[NH:33][C:34]4[N:35]=[C:19]([NH:20][C:21]5[CH:22]=[CH:23][CH:24]=[C:25]([CH:46]=5)[CH2:26][CH2:27][C:28]=2[CH:36]=3)[N:18]=[CH:17][C:16]=4[Cl:15])=[O:39])[CH2:41][CH2:42]1)(=[O:49])=[O:48], predict the reactants needed to synthesize it. The reactants are: [F:1][C:2]([F:7])([F:6])[C:3]([OH:5])=[O:4].FC(F)(F)C(O)=O.[Cl:15][C:16]1[CH:17]=[N:18][C:19]2[NH:20][C:21]3[CH:22]=[CH:23][CH:24]=[C:25]([CH:46]=3)[CH2:26][CH2:27][C:28]3[CH:36]=[C:32]([NH:33][C:34]=1[N:35]=2)[CH:31]=[CH:30][C:29]=3[NH:37][C:38]([CH:40]1[CH2:45][CH2:44][NH:43][CH2:42][CH2:41]1)=[O:39].[S:47](N)([NH2:50])(=[O:49])=[O:48]. (7) Given the product [CH3:31][O:30][C:29]1[C:3](=[O:2])[C:4]([CH3:36])=[C:5]([CH2:6][C:7]2[CH:8]=[CH:9][C:10]([O:21][CH2:22][C:23]([O:25][CH3:26])=[O:24])=[C:11]([CH:20]=2)[C:12]([N:14]2[CH2:15][CH2:16][O:17][CH2:18][CH2:19]2)=[O:13])[C:27](=[O:34])[C:28]=1[O:32][CH3:33], predict the reactants needed to synthesize it. The reactants are: C[O:2][C:3]1[C:4]([CH3:36])=[C:5]([C:27]([O:34]C)=[C:28]([O:32][CH3:33])[C:29]=1[O:30][CH3:31])[CH2:6][C:7]1[CH:8]=[CH:9][C:10]([O:21][CH2:22][C:23]([O:25][CH3:26])=[O:24])=[C:11]([CH:20]=1)[C:12]([N:14]1[CH2:19][CH2:18][O:17][CH2:16][CH2:15]1)=[O:13].O=[N+]([O-])[O-].[O-][N+](=O)[O-].[O-][N+](=O)[O-].[O-][N+](=O)[O-].[O-][N+](=O)[O-].[O-][N+](=O)[O-].[Ce+4].[NH4+].[NH4+].